Dataset: Reaction yield outcomes from USPTO patents with 853,638 reactions. Task: Predict the reaction yield, written as a fraction of the theoretical maximum amount of product (1.0 means a 100% yield; for example, 0.34 means a 34% yield). (1) The reactants are [NH2:1][C:2]1[CH:6]=[C:5]([C:7]2[CH:8]=[N:9][NH:10][C:11]=2[CH3:12])[S:4][C:3]=1[C:13]([NH2:15])=[O:14].[F:16][C:17]1[CH:22]=[CH:21][C:20]([N:23]2[CH2:28][CH2:27][C:26](=O)[CH2:25][CH2:24]2)=[CH:19][CH:18]=1.[O-]S([O-])(=O)=O.[Mg+2].CC1(C)C2(CS(O)(=O)=O)C(CC1CC2)=O.C([O-])(O)=O.[Na+]. The catalyst is CC(N(C)C)=O. The product is [F:16][C:17]1[CH:18]=[CH:19][C:20]([N:23]2[CH2:28][CH2:27][C:26]3([NH:1][C:2]4[CH:6]=[C:5]([C:7]5[CH:8]=[N:9][NH:10][C:11]=5[CH3:12])[S:4][C:3]=4[C:13](=[O:14])[NH:15]3)[CH2:25][CH2:24]2)=[CH:21][CH:22]=1. The yield is 0.510. (2) The catalyst is CN(C=O)C. The product is [CH:27]1([NH:31][C:2]2[N:7]=[C:6]3[CH:8]=[N:9][CH:10]=[CH:11][C:5]3=[N:4][C:3]=2[N:12]2[CH2:17][CH2:16][CH:15]([O:18][C:19]3[CH:24]=[CH:23][C:22]([F:25])=[CH:21][C:20]=3[F:26])[CH2:14][CH2:13]2)[CH2:30][CH2:29][CH2:28]1. The reactants are Cl[C:2]1[N:7]=[C:6]2[CH:8]=[N:9][CH:10]=[CH:11][C:5]2=[N:4][C:3]=1[N:12]1[CH2:17][CH2:16][CH:15]([O:18][C:19]2[CH:24]=[CH:23][C:22]([F:25])=[CH:21][C:20]=2[F:26])[CH2:14][CH2:13]1.[CH:27]1([NH2:31])[CH2:30][CH2:29][CH2:28]1.O.C(#N)C. The yield is 0.780.